From a dataset of NCI-60 drug combinations with 297,098 pairs across 59 cell lines. Regression. Given two drug SMILES strings and cell line genomic features, predict the synergy score measuring deviation from expected non-interaction effect. (1) Drug 1: CS(=O)(=O)C1=CC(=C(C=C1)C(=O)NC2=CC(=C(C=C2)Cl)C3=CC=CC=N3)Cl. Drug 2: C(CN)CNCCSP(=O)(O)O. Cell line: COLO 205. Synergy scores: CSS=7.41, Synergy_ZIP=0.611, Synergy_Bliss=3.26, Synergy_Loewe=-2.73, Synergy_HSA=-2.93. (2) Drug 1: CS(=O)(=O)C1=CC(=C(C=C1)C(=O)NC2=CC(=C(C=C2)Cl)C3=CC=CC=N3)Cl. Drug 2: CCC1=CC2CC(C3=C(CN(C2)C1)C4=CC=CC=C4N3)(C5=C(C=C6C(=C5)C78CCN9C7C(C=CC9)(C(C(C8N6C)(C(=O)OC)O)OC(=O)C)CC)OC)C(=O)OC.C(C(C(=O)O)O)(C(=O)O)O. Cell line: HT29. Synergy scores: CSS=79.7, Synergy_ZIP=25.0, Synergy_Bliss=23.9, Synergy_Loewe=8.48, Synergy_HSA=22.5. (3) Drug 1: C1=CC(=CC=C1CC(C(=O)O)N)N(CCCl)CCCl.Cl. Drug 2: C1=CC(=CC=C1C#N)C(C2=CC=C(C=C2)C#N)N3C=NC=N3. Cell line: CAKI-1. Synergy scores: CSS=15.9, Synergy_ZIP=-9.96, Synergy_Bliss=-7.84, Synergy_Loewe=-14.9, Synergy_HSA=-5.35. (4) Drug 1: CCC1(CC2CC(C3=C(CCN(C2)C1)C4=CC=CC=C4N3)(C5=C(C=C6C(=C5)C78CCN9C7C(C=CC9)(C(C(C8N6C)(C(=O)OC)O)OC(=O)C)CC)OC)C(=O)OC)O.OS(=O)(=O)O. Drug 2: C1=NC2=C(N=C(N=C2N1C3C(C(C(O3)CO)O)F)Cl)N. Cell line: SK-MEL-28. Synergy scores: CSS=11.3, Synergy_ZIP=-1.38, Synergy_Bliss=0.905, Synergy_Loewe=-6.75, Synergy_HSA=-0.964. (5) Drug 1: C1C(C(OC1N2C=NC(=NC2=O)N)CO)O. Drug 2: C(CN)CNCCSP(=O)(O)O. Cell line: MDA-MB-231. Synergy scores: CSS=6.60, Synergy_ZIP=-6.38, Synergy_Bliss=-8.87, Synergy_Loewe=-9.31, Synergy_HSA=-5.83. (6) Drug 1: CCCS(=O)(=O)NC1=C(C(=C(C=C1)F)C(=O)C2=CNC3=C2C=C(C=N3)C4=CC=C(C=C4)Cl)F. Drug 2: COC1=CC(=CC(=C1O)OC)C2C3C(COC3=O)C(C4=CC5=C(C=C24)OCO5)OC6C(C(C7C(O6)COC(O7)C8=CC=CS8)O)O. Cell line: A549. Synergy scores: CSS=21.6, Synergy_ZIP=-6.09, Synergy_Bliss=-11.6, Synergy_Loewe=-23.6, Synergy_HSA=-12.1. (7) Drug 1: C1CN1P(=S)(N2CC2)N3CC3. Drug 2: CC1=C(C(CCC1)(C)C)C=CC(=CC=CC(=CC(=O)O)C)C. Cell line: NCI-H522. Synergy scores: CSS=13.8, Synergy_ZIP=-4.38, Synergy_Bliss=0.0794, Synergy_Loewe=0.0147, Synergy_HSA=1.85.